From a dataset of Catalyst prediction with 721,799 reactions and 888 catalyst types from USPTO. Predict which catalyst facilitates the given reaction. (1) Product: [NH2:31][C:32]1[NH:1][C:2]2[CH:3]=[C:4]([CH2:9][CH2:10][C:11]3[N:12]=[C:13]([NH:27][C:28](=[O:30])[CH3:29])[S:14][C:15]=3[CH2:16][C:17]3[CH:18]=[CH:19][C:20]([S:23]([CH3:26])(=[O:25])=[O:24])=[CH:21][CH:22]=3)[CH:5]=[CH:6][C:7]=2[N:8]=1. Reactant: [NH2:1][C:2]1[CH:3]=[C:4]([CH2:9][CH2:10][C:11]2[N:12]=[C:13]([NH:27][C:28](=[O:30])[CH3:29])[S:14][C:15]=2[CH2:16][C:17]2[CH:22]=[CH:21][C:20]([S:23]([CH3:26])(=[O:25])=[O:24])=[CH:19][CH:18]=2)[CH:5]=[CH:6][C:7]=1[NH2:8].[N:31]#[C:32]Br.[OH-].[Na+].C(Cl)Cl. The catalyst class is: 275. (2) Reactant: C(OC(=O)[NH:7][C@H:8]1[CH2:13][CH2:12][C@H:11]([CH2:14][CH2:15][N:16]2[CH2:21][CH2:20][N:19]([C:22]3[C:26]4[CH:27]=[N:28][CH:29]=[CH:30][C:25]=4[O:24][N:23]=3)[CH2:18][CH2:17]2)[CH2:10][CH2:9]1)(C)(C)C.[ClH:32].O1CCOCC1. Product: [ClH:32].[ClH:32].[O:24]1[C:25]2[CH:30]=[CH:29][N:28]=[CH:27][C:26]=2[C:22]([N:19]2[CH2:18][CH2:17][N:16]([CH2:15][CH2:14][C@H:11]3[CH2:12][CH2:13][C@H:8]([NH2:7])[CH2:9][CH2:10]3)[CH2:21][CH2:20]2)=[N:23]1. The catalyst class is: 2. (3) Reactant: [CH3:1][NH:2][C:3]([C:5]1[N:9]([CH3:10])[C:8]2[S:11][CH:12]=[CH:13][C:7]=2[CH:6]=1)=O.[H-].[H-].[H-].[H-].[Li+].[Al+3]. Product: [CH3:10][N:9]1[C:5]([CH2:3][NH:2][CH3:1])=[CH:6][C:7]2[CH:13]=[CH:12][S:11][C:8]1=2. The catalyst class is: 1. (4) Reactant: [CH3:1][C@@H:2]1[NH:7][CH2:6][CH2:5][N:4]([C:8]([O:10][C:11]([CH3:14])([CH3:13])[CH3:12])=[O:9])[CH2:3]1.[S:15](N)([NH2:18])(=[O:17])=[O:16]. Product: [NH2:18][S:15]([N:7]1[CH2:6][CH2:5][N:4]([C:8]([O:10][C:11]([CH3:13])([CH3:12])[CH3:14])=[O:9])[CH2:3][C@@H:2]1[CH3:1])(=[O:17])=[O:16]. The catalyst class is: 12. (5) Reactant: [C:1]([O:5][C:6]([C:8]1[C:9]([C:14]2[CH:19]=[CH:18][C:17]([CH2:20][N:21]3[C:25]([CH:26]=O)=[C:24]([Br:28])[N:23]=[C:22]3[O:29][CH2:30][CH2:31][CH3:32])=[CH:16][C:15]=2[F:33])=[CH:10][CH:11]=[CH:12][CH:13]=1)=[O:7])([CH3:4])([CH3:3])[CH3:2].Cl.[NH2:35][OH:36].N1C=CC=CC=1. Product: [C:1]([O:5][C:6]([C:8]1[C:9]([C:14]2[CH:19]=[CH:18][C:17]([CH2:20][N:21]3[C:25]([CH:26]=[N:35][OH:36])=[C:24]([Br:28])[N:23]=[C:22]3[O:29][CH2:30][CH2:31][CH3:32])=[CH:16][C:15]=2[F:33])=[CH:10][CH:11]=[CH:12][CH:13]=1)=[O:7])([CH3:2])([CH3:4])[CH3:3]. The catalyst class is: 6. (6) Reactant: [CH2:1]([S:8][C:9]1[CH:10]=[C:11]([NH:15][C:16]#[N:17])[CH:12]=[CH:13][CH:14]=1)[C:2]1[CH:7]=[CH:6][CH:5]=[CH:4][CH:3]=1.[CH:18](N(C(C)C)CC)(C)C.CI. Product: [CH2:1]([S:8][C:9]1[CH:10]=[C:11]([N:15]([CH3:18])[C:16]#[N:17])[CH:12]=[CH:13][CH:14]=1)[C:2]1[CH:3]=[CH:4][CH:5]=[CH:6][CH:7]=1. The catalyst class is: 10. (7) Product: [Br:3][C:4]1[C:5]([F:14])=[CH:6][C:7]([CH3:13])=[C:8]([CH:9]=1)[NH2:10]. The catalyst class is: 693. Reactant: [Cl-].[NH4+].[Br:3][C:4]1[CH:9]=[C:8]([N+:10]([O-])=O)[C:7]([CH3:13])=[CH:6][C:5]=1[F:14]. (8) Reactant: O/[N:2]=[CH:3]/[CH:4]1[CH:13]([C:14]([NH:16][C:17]2[CH:22]=[CH:21][CH:20]=[C:19]([O:23][CH3:24])[CH:18]=2)=[O:15])[C:12]2[C:7](=[CH:8][CH:9]=[CH:10][CH:11]=2)[C:6](=[O:25])[N:5]1[CH2:26][CH2:27][O:28][CH3:29]. Product: [C:3]([CH:4]1[CH:13]([C:14]([NH:16][C:17]2[CH:22]=[CH:21][CH:20]=[C:19]([O:23][CH3:24])[CH:18]=2)=[O:15])[C:12]2[C:7](=[CH:8][CH:9]=[CH:10][CH:11]=2)[C:6](=[O:25])[N:5]1[CH2:26][CH2:27][O:28][CH3:29])#[N:2]. The catalyst class is: 152. (9) Reactant: Br[C:2]1[CH:11]=[C:10]2[C:5]([N:6]=[CH:7][C:8]3[N:9]2[C:12]([CH3:15])=[N:13][N:14]=3)=[CH:4][CH:3]=1.[CH3:16][O:17][C:18]1[C:23]([NH2:24])=[CH:22][C:21](B2OC(C)(C)C(C)(C)O2)=[CH:20][N:19]=1.C([O-])([O-])=O.[K+].[K+]. Product: [CH3:16][O:17][C:18]1[C:23]([NH2:24])=[CH:22][C:21]([C:2]2[CH:11]=[C:10]3[C:5]([N:6]=[CH:7][C:8]4[N:9]3[C:12]([CH3:15])=[N:13][N:14]=4)=[CH:4][CH:3]=2)=[CH:20][N:19]=1. The catalyst class is: 710.